Dataset: Full USPTO retrosynthesis dataset with 1.9M reactions from patents (1976-2016). Task: Predict the reactants needed to synthesize the given product. (1) Given the product [CH2:12]([O:16][C:17]1[C:25]2[CH:24]=[C:23]([C:26]([OH:28])=[O:27])[S:22][C:21]=2[CH:20]=[CH:19][CH:18]=1)[CH:13]([CH3:15])[CH3:14], predict the reactants needed to synthesize it. The reactants are: C([Li])CCC.CCCCCC.[CH2:12]([O:16][C:17]1[C:25]2[CH:24]=[CH:23][S:22][C:21]=2[CH:20]=[CH:19][CH:18]=1)[CH:13]([CH3:15])[CH3:14].[C:26](=[O:28])=[O:27]. (2) Given the product [CH3:25][O:24][C:22](=[O:23])[CH2:21][CH2:20][CH2:19][CH2:18][CH2:17][N:9]([C:10]1[CH:15]=[CH:14][CH:13]=[CH:12][N:11]=1)[C:4]1[CH:5]=[CH:6][CH:7]=[CH:8][N:3]=1, predict the reactants needed to synthesize it. The reactants are: [H-].[Na+].[N:3]1[CH:8]=[CH:7][CH:6]=[CH:5][C:4]=1[NH:9][C:10]1[CH:15]=[CH:14][CH:13]=[CH:12][N:11]=1.Br[CH2:17][CH2:18][CH2:19][CH2:20][CH2:21][C:22]([O:24][CH3:25])=[O:23].CCOC(C)=O. (3) Given the product [O:1]([C:8]1[CH:13]=[CH:12][C:11]([NH:15][C@H:16]([C:24]([OH:26])=[O:25])[CH2:17][C:18]2[CH:23]=[CH:22][CH:21]=[CH:20][CH:19]=2)=[CH:10][CH:9]=1)[C:2]1[CH:7]=[CH:6][CH:5]=[CH:4][CH:3]=1, predict the reactants needed to synthesize it. The reactants are: [O:1]([C:8]1[CH:13]=[CH:12][C:11](I)=[CH:10][CH:9]=1)[C:2]1[CH:7]=[CH:6][CH:5]=[CH:4][CH:3]=1.[NH2:15][C@H:16]([C:24]([OH:26])=[O:25])[CH2:17][C:18]1[CH:23]=[CH:22][CH:21]=[CH:20][CH:19]=1.C(=O)([O-])[O-].[K+].[K+].C1(C)C=CC=CC=1. (4) Given the product [Br:14][CH2:13][CH2:12][CH2:11][CH2:10][CH2:9][CH2:8][CH2:7][CH2:6][CH2:5][CH2:4][CH2:3][CH2:2][C:16]#[C:15][C:17]1([OH:22])[CH2:21][CH2:20][CH2:19][CH2:18]1, predict the reactants needed to synthesize it. The reactants are: Br[CH2:2][CH2:3][CH2:4][CH2:5][CH2:6][CH2:7][CH2:8][CH2:9][CH2:10][CH2:11][CH2:12][CH2:13][Br:14].[C:15]([C:17]1([O:22][Si](CC)(CC)CC)[CH2:21][CH2:20][CH2:19][CH2:18]1)#[CH:16].O1CCCCC1OCCCC#C. (5) Given the product [Cl:1][C:2]1[CH:3]=[C:4]([CH:19]=[CH:20][C:21]=1[C:22]([N:33]1[CH2:34][CH2:35][CH2:36][CH:31]([CH2:30][N:25]2[CH2:26][CH2:27][CH2:28][CH2:29]2)[CH2:32]1)=[O:24])[C:5]([NH:7][CH2:8][C:9]1[NH:13][C:12]2[CH:14]=[CH:15][C:16]([Cl:18])=[CH:17][C:11]=2[N:10]=1)=[O:6], predict the reactants needed to synthesize it. The reactants are: [Cl:1][C:2]1[CH:3]=[C:4]([CH:19]=[CH:20][C:21]=1[C:22]([OH:24])=O)[C:5]([NH:7][CH2:8][C:9]1[NH:13][C:12]2[CH:14]=[CH:15][C:16]([Cl:18])=[CH:17][C:11]=2[N:10]=1)=[O:6].[N:25]1([CH2:30][CH:31]2[CH2:36][CH2:35][CH2:34][NH:33][CH2:32]2)[CH2:29][CH2:28][CH2:27][CH2:26]1.CN(C(ON1N=NC2C=CC=CC1=2)=[N+](C)C)C.[B-](F)(F)(F)F.C(N(CC)CC)C. (6) The reactants are: [CH3:1]/[C:2](/[CH2:7][CH2:8]/[CH:9]=[C:10](\[CH3:17])/[CH2:11][CH2:12][CH:13]=[C:14]([CH3:16])[CH3:15])=[CH:3]\[CH2:4][CH:5]=[CH2:6].C=C[C:20]1[CH:25]=[CH:24][CH:23]=[CH:22][CH:21]=1. Given the product [CH3:1]/[C:2](/[CH2:7][CH2:8]/[CH:9]=[C:10](\[CH3:17])/[CH2:11][CH2:12][CH:13]=[C:14]([CH3:16])[CH3:15])=[CH:3]\[CH2:4]/[CH:5]=[CH:6]/[C:20]1[CH:25]=[CH:24][CH:23]=[CH:22][CH:21]=1, predict the reactants needed to synthesize it. (7) Given the product [N:17]1[C:26]2[C:21](=[CH:22][CH:23]=[CH:24][C:25]=2[N:27]2[CH2:32][CH2:31][CH:30]([N:4]3[CH2:5][CH2:6][N:1]([C:7]4[CH:8]=[CH:9][CH:10]=[C:11]5[C:16]=4[N:15]=[CH:14][CH:13]=[CH:12]5)[CH2:2][CH2:3]3)[CH2:29][CH2:28]2)[CH:20]=[CH:19][CH:18]=1, predict the reactants needed to synthesize it. The reactants are: [N:1]1([C:7]2[CH:8]=[CH:9][CH:10]=[C:11]3[C:16]=2[N:15]=[CH:14][CH:13]=[CH:12]3)[CH2:6][CH2:5][NH:4][CH2:3][CH2:2]1.[N:17]1[C:26]2[C:21](=[CH:22][CH:23]=[CH:24][C:25]=2[N:27]2[CH2:32][CH2:31][C:30](=O)[CH2:29][CH2:28]2)[CH:20]=[CH:19][CH:18]=1.C(O[BH-](OC(=O)C)OC(=O)C)(=O)C.[Na+]. (8) Given the product [CH2:8]([N:11]([S:34]([CH2:37][C:38]1[CH:39]=[CH:40][CH:41]=[CH:42][CH:43]=1)(=[O:36])=[O:35])[C:12]([CH:14]1[CH2:19][CH2:18][N:17]([C:20]2[C:21]([C:32]#[N:33])=[CH:22][C:23]([C:27]([O:29][CH2:30][CH3:31])=[O:28])=[C:24]([O:26][CH2:2][C:3]([O:5][CH2:6][CH3:7])=[O:4])[N:25]=2)[CH2:16][CH2:15]1)=[O:13])[CH:9]=[CH2:10], predict the reactants needed to synthesize it. The reactants are: I[CH2:2][C:3]([O:5][CH2:6][CH3:7])=[O:4].[CH2:8]([N:11]([S:34]([CH2:37][C:38]1[CH:43]=[CH:42][CH:41]=[CH:40][CH:39]=1)(=[O:36])=[O:35])[C:12]([CH:14]1[CH2:19][CH2:18][N:17]([C:20]2[NH:25][C:24](=[O:26])[C:23]([C:27]([O:29][CH2:30][CH3:31])=[O:28])=[CH:22][C:21]=2[C:32]#[N:33])[CH2:16][CH2:15]1)=[O:13])[CH:9]=[CH2:10].